Dataset: Forward reaction prediction with 1.9M reactions from USPTO patents (1976-2016). Task: Predict the product of the given reaction. The product is: [C:1]([C:3]1[CH:4]=[CH:5][C:6]([CH:9]2[C:14]([C:15]([O:17][CH2:18][CH3:19])=[O:16])=[C:13]([CH3:20])[N:12]([C:21]3[CH:26]=[CH:25][CH:24]=[C:23]([C:27]([F:30])([F:29])[F:28])[CH:22]=3)[C:11]([S:31][CH3:34])=[N:10]2)=[CH:7][CH:8]=1)#[N:2]. Given the reactants [C:1]([C:3]1[CH:8]=[CH:7][C:6]([CH:9]2[C:14]([C:15]([O:17][CH2:18][CH3:19])=[O:16])=[C:13]([CH3:20])[N:12]([C:21]3[CH:26]=[CH:25][CH:24]=[C:23]([C:27]([F:30])([F:29])[F:28])[CH:22]=3)[C:11](=[S:31])[NH:10]2)=[CH:5][CH:4]=1)#[N:2].IC.[C:34](=O)([O-])[O-].[K+].[K+], predict the reaction product.